Dataset: Catalyst prediction with 721,799 reactions and 888 catalyst types from USPTO. Task: Predict which catalyst facilitates the given reaction. (1) Reactant: [F:1][CH:2]([CH3:28])[CH2:3][N:4]1[CH2:9][CH2:8][CH:7]([CH2:10][O:11][C:12]2[CH:17]=[CH:16][C:15]([C:18]3[CH:23]=[CH:22][C:21]([C:24]([O:26]C)=[O:25])=[CH:20][CH:19]=3)=[CH:14][CH:13]=2)[CH2:6][CH2:5]1.CO.O.O[Li].O. The catalyst class is: 1. Product: [F:1][CH:2]([CH3:28])[CH2:3][N:4]1[CH2:9][CH2:8][CH:7]([CH2:10][O:11][C:12]2[CH:17]=[CH:16][C:15]([C:18]3[CH:19]=[CH:20][C:21]([C:24]([OH:26])=[O:25])=[CH:22][CH:23]=3)=[CH:14][CH:13]=2)[CH2:6][CH2:5]1. (2) Reactant: [C:1]([N:5]([CH:17]([C:21]1[CH:26]=[CH:25][CH:24]=[CH:23][CH:22]=1)[CH:18]([CH3:20])[CH3:19])[O:6][CH:7]([C:9]1[CH:14]=[CH:13][C:12]([CH2:15]Cl)=[CH:11][CH:10]=1)[CH3:8])([CH3:4])([CH3:3])[CH3:2].[I-:27].[Na+]. Product: [C:1]([N:5]([CH:17]([C:21]1[CH:26]=[CH:25][CH:24]=[CH:23][CH:22]=1)[CH:18]([CH3:20])[CH3:19])[O:6][CH:7]([C:9]1[CH:14]=[CH:13][C:12]([CH2:15][I:27])=[CH:11][CH:10]=1)[CH3:8])([CH3:4])([CH3:3])[CH3:2]. The catalyst class is: 21. (3) Reactant: Cl.[NH2:2][CH2:3][C:4]([C:6]1[CH:11]=[CH:10][CH:9]=[CH:8][CH:7]=1)=[O:5].C(N(CC)CC)C.[CH3:19][S:20](Cl)(=[O:22])=[O:21].Cl. Product: [CH3:19][S:20]([NH:2][CH2:3][C:4]([C:6]1[CH:11]=[CH:10][CH:9]=[CH:8][CH:7]=1)=[O:5])(=[O:22])=[O:21]. The catalyst class is: 46.